From a dataset of Reaction yield outcomes from USPTO patents with 853,638 reactions. Predict the reaction yield, written as a fraction of the theoretical maximum amount of product (1.0 means a 100% yield; for example, 0.34 means a 34% yield). (1) The reactants are [NH:1]1[CH2:6][CH2:5][CH2:4][C@@H:3]([C:7]([OH:9])=[O:8])[CH2:2]1.[C:10](=O)([O:19]N1C(=O)CCC1=O)[O:11][CH2:12][C:13]1[CH:18]=[CH:17][CH:16]=[CH:15][CH:14]=1.C([O-])([O-])=O.[Na+].[Na+].O1CCOCC1. The catalyst is O. The product is [CH2:12]([O:11][C:10]([N:1]1[CH2:6][CH2:5][CH2:4][C@@H:3]([C:7]([OH:9])=[O:8])[CH2:2]1)=[O:19])[C:13]1[CH:18]=[CH:17][CH:16]=[CH:15][CH:14]=1. The yield is 1.91. (2) The reactants are Cl[C:2]1[C:11]2[CH2:10][CH2:9][CH:8]3[CH:12]([CH3:17])[C:13](=[O:16])[CH2:14][CH2:15][C:7]3([C:18]3[CH:23]=[CH:22][CH:21]=[CH:20][CH:19]=3)[C:6]=2[N:5]=[C:4]([C:24]2[CH:29]=[CH:28][CH:27]=[CH:26][CH:25]=2)[N:3]=1.[CH3:30][O-:31].[Na+]. The catalyst is CO. The product is [CH3:30][O:31][C:2]1[C:11]2[CH2:10][CH2:9][CH:8]3[CH:12]([CH3:17])[C:13](=[O:16])[CH2:14][CH2:15][C:7]3([C:18]3[CH:23]=[CH:22][CH:21]=[CH:20][CH:19]=3)[C:6]=2[N:5]=[C:4]([C:24]2[CH:29]=[CH:28][CH:27]=[CH:26][CH:25]=2)[N:3]=1. The yield is 0.430. (3) The product is [NH:7]([C:8]1[C:16]2[CH:15]=[CH:14][C:13](=[O:17])[N:12]([C:18]3[CH:23]=[CH:22][CH:21]=[CH:20][CH:19]=3)[C:11]=2[S:10][C:9]=1[C:32]([NH:30][NH2:31])=[O:35])[C:1]1[CH:6]=[CH:5][CH:4]=[CH:3][CH:2]=1. The reactants are [C:1]1([NH:7][C:8]2[C:16]3[CH:15]=[CH:14][C:13](=[O:17])[N:12]([C:18]4[CH:23]=[CH:22][CH:21]=[CH:20][CH:19]=4)[C:11]=3[S:10][C:9]=2C(OCC)=O)[CH:6]=[CH:5][CH:4]=[CH:3][CH:2]=1.O.[NH2:30][NH2:31].[C:32]([O-:35])(O)=O.[Na+]. The yield is 0.460. The catalyst is C(OC(O)C)C. (4) The reactants are [O:1]1[CH2:5][CH2:4][CH2:3][CH:2]1[C:6]([OH:8])=[O:7].C(Cl)(=O)C(Cl)=O.[O:15]=[CH:16][C:17]1[CH:25]=[CH:24][C:22](O)=[C:19]([O:20][CH3:21])[CH:18]=1.O1CCCC1C(Cl)=O.N1C=CC=CC=1. The catalyst is C(Cl)Cl.CN(C=O)C. The product is [O:1]1[CH2:5][CH2:4][CH2:3][CH:2]1[C:6]([O:8][C:22]1[CH:24]=[CH:25][C:17]([CH:16]=[O:15])=[CH:18][C:19]=1[O:20][CH3:21])=[O:7]. The yield is 0.390. (5) The reactants are [CH2:1]([O:3][C:4]([C:6]1[CH:7]=[N:8][N:9]([C:11]2[N:15]([CH2:16][O:17][CH2:18][CH2:19][O:20][CH3:21])[C:14]3[CH:22]=[C:23]([Cl:27])[C:24]([NH2:26])=[CH:25][C:13]=3[N:12]=2)[CH:10]=1)=[O:5])[CH3:2].N[C:29]1C(Cl)=CC2NC(N3C=C(C(O)=O)C=N3)=NC=2[CH:30]=1.C(=O)CC.C(O[BH-](OC(=O)C)OC(=O)C)(=O)C.[Na+].C(O)(=O)C. The catalyst is C1COCC1. The product is [CH2:1]([O:3][C:4]([C:6]1[CH:7]=[N:8][N:9]([C:11]2[N:15]([CH2:16][O:17][CH2:18][CH2:19][O:20][CH3:21])[C:14]3[CH:22]=[C:23]([Cl:27])[C:24]([NH:26][CH2:29][CH3:30])=[CH:25][C:13]=3[N:12]=2)[CH:10]=1)=[O:5])[CH3:2]. The yield is 0.540. (6) The reactants are [C:1]([O:5][C:6]([N:8]1[CH2:23][CH2:22][CH2:21][C:9]21[C:12](=[O:13])[N:11]([C@@H:14]([C@H:18]([OH:20])[CH3:19])[C:15]([OH:17])=O)[CH2:10]2)=[O:7])([CH3:4])([CH3:3])[CH3:2].CCN(C(C)C)C(C)C.[O:33]1[C:37]([CH2:38][NH2:39])=[N:36][CH:35]=[N:34]1.CN(C(ON1N=NC2C=CC=NC1=2)=[N+](C)C)C.F[P-](F)(F)(F)(F)F. The catalyst is CN(C=O)C. The product is [O:33]1[C:37]([CH2:38][NH:39][C:15](=[O:17])[C@@H:14]([N:11]2[CH2:10][C:9]3([CH2:21][CH2:22][CH2:23][N:8]3[C:6]([O:5][C:1]([CH3:3])([CH3:4])[CH3:2])=[O:7])[C:12]2=[O:13])[C@H:18]([OH:20])[CH3:19])=[N:36][CH:35]=[N:34]1. The yield is 0.135.